This data is from Reaction yield outcomes from USPTO patents with 853,638 reactions. The task is: Predict the reaction yield, written as a fraction of the theoretical maximum amount of product (1.0 means a 100% yield; for example, 0.34 means a 34% yield). The yield is 0.580. The product is [CH2:1]([NH:8][C:9]([C:11]1[S:15][C:14]([NH:16][CH2:18][C:19]2[CH:24]=[CH:23][CH:22]=[CH:21][CH:20]=2)=[N:13][C:12]=1[CH3:17])=[O:10])[C:2]1[CH:7]=[CH:6][CH:5]=[CH:4][CH:3]=1. The reactants are [CH2:1]([NH:8][C:9]([C:11]1[S:15][C:14]([NH2:16])=[N:13][C:12]=1[CH3:17])=[O:10])[C:2]1[CH:7]=[CH:6][CH:5]=[CH:4][CH:3]=1.[CH:18](=O)[C:19]1[CH:24]=[CH:23][CH:22]=[CH:21][CH:20]=1.C([BH3-])#N.[Na+]. The catalyst is O1CCCC1.CC(C)[O-].[Ti+4].CC(C)[O-].CC(C)[O-].CC(C)[O-].